Dataset: Catalyst prediction with 721,799 reactions and 888 catalyst types from USPTO. Task: Predict which catalyst facilitates the given reaction. (1) Reactant: [CH3:1][Mg]Cl.[O:4]=[C:5]1[CH2:10][CH2:9][CH:8]([NH:11][C:12](=[O:18])[O:13][C:14]([CH3:17])([CH3:16])[CH3:15])[CH2:7][CH2:6]1. Product: [OH:4][C:5]1([CH3:1])[CH2:6][CH2:7][CH:8]([NH:11][C:12](=[O:18])[O:13][C:14]([CH3:15])([CH3:17])[CH3:16])[CH2:9][CH2:10]1. The catalyst class is: 7. (2) Reactant: C([O:5][C:6](=[O:17])[C@@H:7]([NH:9][C:10]([C:12]1[NH:13][CH:14]=[CH:15][N:16]=1)=[O:11])[CH3:8])(C)(C)C.FC(F)(F)C(O)=O.C1(C)C=CC=CC=1. Product: [NH:13]1[CH:14]=[CH:15][N:16]=[C:12]1[C:10]([NH:9][C@@H:7]([CH3:8])[C:6]([OH:17])=[O:5])=[O:11]. The catalyst class is: 4. (3) Reactant: Cl[CH2:2][CH2:3][C:4]([NH:6][C:7]1[S:8][C:9]([C:13]2[CH:18]=[CH:17][N:16]=[C:15]([NH:19][C:20]3[CH:25]=[CH:24][C:23]([Cl:26])=[CH:22][CH:21]=3)[N:14]=2)=[C:10]([CH3:12])[N:11]=1)=[O:5].[NH:27]1[CH2:32][CH2:31][O:30][CH2:29][CH2:28]1. Product: [Cl:26][C:23]1[CH:24]=[CH:25][C:20]([NH:19][C:15]2[N:14]=[C:13]([C:9]3[S:8][C:7]([NH:6][C:4](=[O:5])[CH2:3][CH2:2][N:27]4[CH2:32][CH2:31][O:30][CH2:29][CH2:28]4)=[N:11][C:10]=3[CH3:12])[CH:18]=[CH:17][N:16]=2)=[CH:21][CH:22]=1. The catalyst class is: 23. (4) Reactant: C([O:5][C:6]([C:8]1[S:9][C:10]([CH2:13][C:14]([C:19]([O:21][CH2:22][C:23]2[CH:28]=[CH:27][CH:26]=[CH:25][CH:24]=2)=[O:20])([CH2:17][CH3:18])[CH2:15][CH3:16])=[CH:11][CH:12]=1)=[O:7])(C)(C)C. Product: [CH2:22]([O:21][C:19]([C:14]([CH2:17][CH3:18])([CH2:15][CH3:16])[CH2:13][C:10]1[S:9][C:8]([C:6]([OH:7])=[O:5])=[CH:12][CH:11]=1)=[O:20])[C:23]1[CH:28]=[CH:27][CH:26]=[CH:25][CH:24]=1. The catalyst class is: 55. (5) Reactant: [F:1][C:2]([F:15])([F:14])[S:3]([C:6]1[CH:13]=[CH:12][C:9]([C:10]#[N:11])=[CH:8][CH:7]=1)(=[O:5])=[O:4]. Product: [F:14][C:2]([F:1])([F:15])[S:3]([C:6]1[CH:7]=[CH:8][C:9]([CH2:10][NH2:11])=[CH:12][CH:13]=1)(=[O:4])=[O:5]. The catalyst class is: 1. (6) Reactant: [H-].[Na+].[CH:3]([O:6][C:7]1[CH:16]=[CH:15][C:10]([NH:11][C:12](=[O:14])[CH3:13])=[CH:9][CH:8]=1)([CH3:5])[CH3:4].C([N-]C(C)C)(C)C.[Li+].C(NC(C)C)(C)C.C([Li])CCC.[CH2:37]([N:44]1[CH2:49][CH2:48][C:47](=[O:50])[CH2:46][CH2:45]1)[C:38]1[CH:43]=[CH:42][CH:41]=[CH:40][CH:39]=1. Product: [CH:3]([O:6][C:7]1[CH:16]=[CH:15][C:10]([NH:11][C:12](=[O:14])[CH2:13][C:47]2([OH:50])[CH2:48][CH2:49][N:44]([CH2:37][C:38]3[CH:43]=[CH:42][CH:41]=[CH:40][CH:39]=3)[CH2:45][CH2:46]2)=[CH:9][CH:8]=1)([CH3:5])[CH3:4]. The catalyst class is: 7. (7) Reactant: [CH3:1][O:2][CH2:3][C:4]([NH:6][NH:7][C:8]([C:10]1[NH:11][C:12]2[C:17]([CH:18]=1)=[CH:16][CH:15]=[CH:14][C:13]=2[N:19]([CH3:28])[S:20]([C:23]1[S:24][CH:25]=[CH:26][CH:27]=1)(=[O:22])=[O:21])=O)=O.COC1C=CC(P2(SP(C3C=CC(OC)=CC=3)(=S)S2)=[S:38])=CC=1. Product: [CH3:1][O:2][CH2:3][C:4]1[S:38][C:8]([C:10]2[NH:11][C:12]3[C:17]([CH:18]=2)=[CH:16][CH:15]=[CH:14][C:13]=3[N:19]([CH3:28])[S:20]([C:23]2[S:24][CH:25]=[CH:26][CH:27]=2)(=[O:22])=[O:21])=[N:7][N:6]=1. The catalyst class is: 7. (8) Reactant: [Cl-:1].[OH:2][CH2:3][P+:4](CO)([CH2:7][OH:8])[CH2:5][OH:6].[CH:11]([OH:14])(C)C.[OH-].[K+:16]. Product: [OH:2][CH2:3][P:4]([CH2:7][OH:8])[CH2:5][OH:6].[CH2:11]=[O:14].[Cl-:1].[K+:16]. The catalyst class is: 6.